The task is: Predict the product of the given reaction.. This data is from Forward reaction prediction with 1.9M reactions from USPTO patents (1976-2016). (1) Given the reactants C([O:3][C:4](=O)[C:5]([F:13])([F:12])[C:6]1[CH:11]=[CH:10][CH:9]=[CH:8][CH:7]=1)C.[NH3:15], predict the reaction product. The product is: [F:12][C:5]([F:13])([C:6]1[CH:11]=[CH:10][CH:9]=[CH:8][CH:7]=1)[C:4]([NH2:15])=[O:3]. (2) Given the reactants [F:1][C:2]1[CH:10]=[C:9]([F:11])[C:8]([F:12])=[CH:7][C:3]=1[C:4]([OH:6])=O.[CH3:13][CH:14]([S:17]([NH2:20])(=[O:19])=[O:18])[CH2:15][CH3:16], predict the reaction product. The product is: [CH:14]([S:17]([NH:20][C:4](=[O:6])[C:3]1[CH:7]=[C:8]([F:12])[C:9]([F:11])=[CH:10][C:2]=1[F:1])(=[O:19])=[O:18])([CH2:15][CH3:16])[CH3:13]. (3) Given the reactants [NH2:1][C:2]1[C:7]([CH:8]=O)=[CH:6][N:5]=[C:4]([N:10]2[CH2:15][CH2:14][O:13][CH2:12][CH2:11]2)[N:3]=1.C[O:17][C:18](=O)[CH2:19][C:20]([NH:22][C:23]1[CH:28]=[C:27]([C:29](=[O:39])[NH:30][C@H:31]([C:33]2[CH:38]=[CH:37][CH:36]=[CH:35][CH:34]=2)[CH3:32])[CH:26]=[CH:25][C:24]=1[Cl:40])=[O:21].N1CCCCC1, predict the reaction product. The product is: [Cl:40][C:24]1[CH:25]=[CH:26][C:27]([C:29](=[O:39])[NH:30][C@H:31]([C:33]2[CH:38]=[CH:37][CH:36]=[CH:35][CH:34]=2)[CH3:32])=[CH:28][C:23]=1[NH:22][C:20]([C:19]1[C:18](=[O:17])[NH:1][C:2]2[N:3]=[C:4]([N:10]3[CH2:15][CH2:14][O:13][CH2:12][CH2:11]3)[N:5]=[CH:6][C:7]=2[CH:8]=1)=[O:21]. (4) Given the reactants [C:1]1([CH2:7][O:8][N:9]=[C:10]2[C:19]3[C:14](=[CH:15][CH:16]=[CH:17][CH:18]=3)[NH:13][N:12]([C:20]([O:22][C:23]([CH3:26])([CH3:25])[CH3:24])=[O:21])[CH2:11]2)[CH:6]=[CH:5][CH:4]=[CH:3][CH:2]=1.C([BH3-])#N.[Na+].B(F)(F)F.CCOCC, predict the reaction product. The product is: [C:1]1([CH2:7][O:8][NH:9][CH:10]2[C:19]3[C:14](=[CH:15][CH:16]=[CH:17][CH:18]=3)[NH:13][N:12]([C:20]([O:22][C:23]([CH3:26])([CH3:25])[CH3:24])=[O:21])[CH2:11]2)[CH:2]=[CH:3][CH:4]=[CH:5][CH:6]=1. (5) Given the reactants [O:1]1[CH2:6][CH:5]=[C:4]([C:7]2[CH:8]=[CH:9][C:10]([N+:21]([O-])=O)=[C:11]([CH:20]=2)[NH:12][CH2:13][C:14]2[CH:19]=[CH:18][CH:17]=[CH:16][N:15]=2)[CH2:3][CH2:2]1.OC1O[C@H](CO)[C@@H](O)[C@H](O)[C@@H]1O.[H][H], predict the reaction product. The product is: [O:1]1[CH2:6][CH2:5][CH:4]([C:7]2[CH:20]=[C:11]([NH:12][CH2:13][C:14]3[CH:19]=[CH:18][CH:17]=[CH:16][N:15]=3)[C:10]([NH2:21])=[CH:9][CH:8]=2)[CH2:3][CH2:2]1. (6) Given the reactants [Cl:1][C:2]1[CH:7]=[CH:6][C:5]([N+:8]([O-:10])=[O:9])=[C:4](F)[CH:3]=1.C(=O)([O-])[O-].[Cs+].[Cs+].[CH3:18][CH:19]([OH:21])[CH3:20], predict the reaction product. The product is: [Cl:1][C:2]1[CH:7]=[CH:6][C:5]([N+:8]([O-:10])=[O:9])=[C:4]([O:21][CH:19]([CH3:20])[CH3:18])[CH:3]=1. (7) Given the reactants [CH2:1]([O:8][C:9]([NH:11][CH2:12][CH2:13][CH2:14][C@@H:15]([C:29]([NH:31][C@@H:32]1[CH2:36][CH2:35][CH2:34][C@@H:33]1[C:37]([O:39]C)=[O:38])=[O:30])[NH:16][C:17]([C:19]1[N:20]([CH3:28])[C:21]2[C:26]([CH:27]=1)=[CH:25][CH:24]=[CH:23][CH:22]=2)=[O:18])=[O:10])[C:2]1[CH:7]=[CH:6][CH:5]=[CH:4][CH:3]=1.C1COCC1.[OH-].[Na+].Cl, predict the reaction product. The product is: [CH2:1]([O:8][C:9]([NH:11][CH2:12][CH2:13][CH2:14][C@@H:15]([C:29]([NH:31][C@@H:32]1[CH2:36][CH2:35][CH2:34][C@@H:33]1[C:37]([OH:39])=[O:38])=[O:30])[NH:16][C:17]([C:19]1[N:20]([CH3:28])[C:21]2[C:26]([CH:27]=1)=[CH:25][CH:24]=[CH:23][CH:22]=2)=[O:18])=[O:10])[C:2]1[CH:3]=[CH:4][CH:5]=[CH:6][CH:7]=1.